From a dataset of Catalyst prediction with 721,799 reactions and 888 catalyst types from USPTO. Predict which catalyst facilitates the given reaction. (1) Reactant: [NH2:1][C:2]1[C:7]([CH3:8])=[CH:6][C:5]([Br:9])=[CH:4][C:3]=1[OH:10].[CH2:11](N(CC)CC)[CH3:12].C1(C)C=CC(S([O-])(=O)=O)=CC=1.[NH+]1C=CC=CC=1.C(Cl)(=O)C. Product: [Br:9][C:5]1[CH:6]=[C:7]([CH3:8])[C:2]2[N:1]=[C:11]([CH3:12])[O:10][C:3]=2[CH:4]=1. The catalyst class is: 113. (2) Reactant: [C:1]([O:5][C:6](=[O:19])[NH:7][C@H:8]([C@H:16]1[CH2:18][O:17]1)[CH2:9][C:10]1[CH:15]=[CH:14][CH:13]=[CH:12][CH:11]=1)([CH3:4])([CH3:3])[CH3:2].[N-:20]=[N+:21]=[N-:22].[Na+].[Cl-].[NH4+]. Product: [C:1]([O:5][C:6](=[O:19])[NH:7][C@@H:8]([CH2:9][C:10]1[CH:15]=[CH:14][CH:13]=[CH:12][CH:11]=1)[C@H:16]([OH:17])[CH2:18][N:20]=[N+:21]=[N-:22])([CH3:4])([CH3:3])[CH3:2]. The catalyst class is: 88. (3) Product: [CH2:6]([C:9]1([CH2:23][CH2:24][CH3:25])[C:21]2[CH:20]=[C:19]([B:28]([OH:29])[OH:27])[CH:18]=[CH:17][C:16]=2[C:15]2[C:10]1=[CH:11][CH:12]=[CH:13][CH:14]=2)[CH2:7][CH3:8]. The catalyst class is: 1. Reactant: C([Li])(C)(C)C.[CH2:6]([C:9]1([CH2:23][CH2:24][CH3:25])[C:21]2[CH:20]=[C:19](Br)[CH:18]=[CH:17][C:16]=2[C:15]2[C:10]1=[CH:11][CH:12]=[CH:13][CH:14]=2)[CH2:7][CH3:8].C[O:27][B:28](OC)[O:29]C.Cl. (4) Reactant: [CH3:1][C:2]1([CH3:14])[CH2:6][CH:5]([C:7]2[CH:12]=[CH:11][CH:10]=[CH:9][CH:8]=2)[NH:4][C:3]1=[O:13].[H-].[Na+].O[CH2:18][C:19]1[CH:28]=[CH:27][C:26]2[C:21](=[CH:22][C:23]3[CH2:40][C@:30]4([C:38]5[C:33](=[N:34][CH:35]=[CH:36][CH:37]=5)[NH:32][C:31]4=[O:39])[CH2:29][C:24]=3[CH:25]=2)[N:20]=1. Product: [CH3:1][C:2]1([CH3:14])[CH2:6][CH:5]([C:7]2[CH:12]=[CH:11][CH:10]=[CH:9][CH:8]=2)[N:4]([CH2:18][C:19]2[CH:28]=[CH:27][C:26]3[C:21](=[CH:22][C:23]4[CH2:40][C@:30]5([C:38]6[C:33](=[N:34][CH:35]=[CH:36][CH:37]=6)[NH:32][C:31]5=[O:39])[CH2:29][C:24]=4[CH:25]=3)[N:20]=2)[C:3]1=[O:13]. The catalyst class is: 3. (5) Reactant: [H-].[Na+].[OH:3][C:4]([CH3:10])([CH3:9])[C:5]([O:7][CH3:8])=[O:6].Br[CH2:12][CH2:13][CH2:14][CH2:15][CH2:16][CH2:17][CH2:18][CH:19]=[CH2:20]. Product: [CH3:9][C:4]([O:3][CH2:20][CH2:19][CH2:18][CH2:17][CH2:16][CH2:15][CH2:14][CH:13]=[CH2:12])([CH3:10])[C:5]([O:7][CH3:8])=[O:6]. The catalyst class is: 9. (6) Reactant: Cl[C:2]1[CH:7]=[C:6]([C:8]#[N:9])[CH:5]=[C:4](Cl)[N:3]=1.O.C(=O)(O)[O-].[Na+].[F:17][C:18]([F:29])([F:28])[C:19]1[CH:24]=[CH:23][C:22](B(O)O)=[CH:21][CH:20]=1. Product: [F:17][C:18]([F:29])([F:28])[C:19]1[CH:24]=[CH:23][C:22]([C:2]2[CH:7]=[C:6]([C:8]#[N:9])[CH:5]=[C:4]([C:22]3[CH:23]=[CH:24][C:19]([C:18]([F:29])([F:28])[F:17])=[CH:20][CH:21]=3)[N:3]=2)=[CH:21][CH:20]=1. The catalyst class is: 216. (7) Reactant: C(OC(=O)[NH:7][CH:8]([CH:21]([CH3:23])[CH3:22])[CH2:9][NH:10][C:11]1[CH:20]=[N:19][C:18]2[C:13](=[CH:14][CH:15]=[CH:16][CH:17]=2)[N:12]=1)(C)(C)C.[ClH:25]. Product: [ClH:25].[ClH:25].[CH3:22][CH:21]([CH3:23])[CH:8]([NH2:7])[CH2:9][NH:10][C:11]1[CH:20]=[N:19][C:18]2[C:13](=[CH:14][CH:15]=[CH:16][CH:17]=2)[N:12]=1. The catalyst class is: 12.